The task is: Predict which catalyst facilitates the given reaction.. This data is from Catalyst prediction with 721,799 reactions and 888 catalyst types from USPTO. (1) The catalyst class is: 188. Product: [C:15]1([CH:21]([C:2]2[S:1][C:9]3[C:4](=[N:5][CH:6]=[CH:7][CH:8]=3)[CH:3]=2)[NH:22][S:23]([C:26]2[CH:36]=[CH:35][C:29]3[O:30][CH2:31][CH2:32][CH2:33][O:34][C:28]=3[CH:27]=2)(=[O:24])=[O:25])[CH:16]=[CH:17][CH:18]=[CH:19][CH:20]=1. Reactant: [S:1]1[C:9]2[C:4](=[N:5][CH:6]=[CH:7][CH:8]=2)[CH:3]=[CH:2]1.C([Li])CCC.[C:15]1([CH:21]=[N:22][S:23]([C:26]2[CH:36]=[CH:35][C:29]3[O:30][CH2:31][CH2:32][CH2:33][O:34][C:28]=3[CH:27]=2)(=[O:25])=[O:24])[CH:20]=[CH:19][CH:18]=[CH:17][CH:16]=1.C(=O)(O)[O-].[Na+]. (2) Reactant: [CH2:1]([C:3]1[N:7]([CH3:8])[C:6]2[CH:9]=[C:10]([N:13]3[CH:18]=[CH:17][C:16]([OH:19])=[CH:15][C:14]3=[O:20])[CH:11]=[CH:12][C:5]=2[N:4]=1)[CH3:2].[Cl:21][C:22]1[S:26][C:25]([CH2:27]O)=[CH:24][CH:23]=1.C(P(CCCC)CCCC)CCC.N(C(N1CCCCC1)=O)=NC(N1CCCCC1)=O. Product: [Cl:21][C:22]1[S:26][C:25]([CH2:27][O:19][C:16]2[CH:17]=[CH:18][N:13]([C:10]3[CH:11]=[CH:12][C:5]4[N:4]=[C:3]([CH2:1][CH3:2])[N:7]([CH3:8])[C:6]=4[CH:9]=3)[C:14](=[O:20])[CH:15]=2)=[CH:24][CH:23]=1. The catalyst class is: 1. (3) Reactant: [Br:1][C:2]1[CH:3]=[CH:4][C:5]([N:8]2[C:12]([C:13]([O:15][CH2:16]C)=O)=[CH:11][C:10]([CH:18]3[CH2:20][CH2:19]3)=[N:9]2)=[N:6][CH:7]=1.C1(C(=O)CC(=NOC)C(OCC)=[O:28])CC1.COCCO.BrC1C=C[C:45]([NH:48][NH2:49])=NC=1. Product: [Br:1][C:2]1[CH:3]=[CH:4][C:5]([N:8]2[C:12]([C:13]3[O:15][C:16](=[O:28])[N:48]([CH3:45])[N:49]=3)=[CH:11][C:10]([CH:18]3[CH2:20][CH2:19]3)=[N:9]2)=[N:6][CH:7]=1. The catalyst class is: 15. (4) Reactant: [Cl:1]Cl.[F:3][CH:4]([F:13])[C:5]1[NH:9][N:8]=[C:7]([C:10]([OH:12])=[O:11])[CH:6]=1. Product: [F:13][CH:4]([F:3])[C:5]1[NH:9][N:8]=[C:7]([C:10]([OH:12])=[O:11])[C:6]=1[Cl:1]. The catalyst class is: 6.